Dataset: Peptide-MHC class I binding affinity with 185,985 pairs from IEDB/IMGT. Task: Regression. Given a peptide amino acid sequence and an MHC pseudo amino acid sequence, predict their binding affinity value. This is MHC class I binding data. (1) The peptide sequence is TYGVCAKAF. The MHC is HLA-A30:01 with pseudo-sequence HLA-A30:01. The binding affinity (normalized) is 0.0847. (2) The peptide sequence is QRNGRIDRY. The MHC is HLA-A30:01 with pseudo-sequence HLA-A30:01. The binding affinity (normalized) is 0.0847. (3) The peptide sequence is YQAVVPLVY. The MHC is HLA-A24:02 with pseudo-sequence HLA-A24:02. The binding affinity (normalized) is 0. (4) The peptide sequence is YSGYPQTPFL. The MHC is H-2-Db with pseudo-sequence H-2-Db. The binding affinity (normalized) is 0.176. (5) The MHC is HLA-A03:01 with pseudo-sequence HLA-A03:01. The binding affinity (normalized) is 0.440. The peptide sequence is RIVTVTTKDY.